Dataset: Full USPTO retrosynthesis dataset with 1.9M reactions from patents (1976-2016). Task: Predict the reactants needed to synthesize the given product. Given the product [CH3:10][N:11]([CH3:12])[C:34]1[CH:33]=[CH:6][C:7]([C:2]2[CH:7]=[CH:6][CH:5]=[C:4]([C:8]3[N:13]4[N:14]=[CH:15][C:16]([C:17]([C:19]5[S:20][CH:21]=[CH:22][CH:23]=5)=[O:18])=[C:12]4[N:11]=[CH:10][CH:9]=3)[CH:3]=2)=[CH:2][CH:3]=1, predict the reactants needed to synthesize it. The reactants are: Br[C:2]1[CH:3]=[C:4]([C:8]2[N:13]3[N:14]=[CH:15][C:16]([C:17]([C:19]4[S:20][CH:21]=[CH:22][CH:23]=4)=[O:18])=[C:12]3[N:11]=[CH:10][CH:9]=2)[CH:5]=[CH:6][CH:7]=1.C([O-])([O-])=O.[Na+].[Na+].O.CO[CH2:33][CH2:34]OC.